From a dataset of Catalyst prediction with 721,799 reactions and 888 catalyst types from USPTO. Predict which catalyst facilitates the given reaction. (1) Reactant: [F:1][C:2]1[CH:3]=[C:4]([C:9]2([O:14][CH3:15])[CH2:13][CH2:12][NH:11][CH2:10]2)[CH:5]=[C:6]([F:8])[CH:7]=1.[CH2:16]=O. Product: [F:1][C:2]1[CH:3]=[C:4]([C:9]2([O:14][CH3:15])[CH2:13][CH2:12][N:11]([CH3:16])[CH2:10]2)[CH:5]=[C:6]([F:8])[CH:7]=1. The catalyst class is: 106. (2) Reactant: [NH2:1][C:2]1[CH:3]=[CH:4][C:5]([CH3:26])=[C:6]([C:8]([C:10]2[CH:15]=[CH:14][C:13]([NH:16][C:17]3[CH:22]=[CH:21][C:20]([F:23])=[CH:19][C:18]=3[F:24])=[CH:12][C:11]=2[Cl:25])=[O:9])[CH:7]=1.[CH2:27]([N:30]=[C:31]=[O:32])[CH:28]=[CH2:29]. Product: [CH2:27]([NH:30][C:31]([NH:1][C:2]1[CH:3]=[CH:4][C:5]([CH3:26])=[C:6]([C:8](=[O:9])[C:10]2[CH:15]=[CH:14][C:13]([NH:16][C:17]3[CH:22]=[CH:21][C:20]([F:23])=[CH:19][C:18]=3[F:24])=[CH:12][C:11]=2[Cl:25])[CH:7]=1)=[O:32])[CH:28]=[CH2:29]. The catalyst class is: 17. (3) Reactant: C([C@@:8]12[CH2:18][CH2:17][C@@:16]([CH2:20][CH3:21])([OH:19])[CH2:15][C@@H:14]1CCC[C:10]1[CH:22]=[C:23]([C:26]([OH:28])=O)[CH:24]=[CH:25][C:9]2=1)C1C=CC=CC=1.CCN(C(C)C)[CH:32]([CH3:34])[CH3:33].CN(C(O[N:46]1N=[N:53][C:48]2[CH:49]=[CH:50][CH:51]=[CH:52][C:47]1=2)=[N+](C)C)C.F[P-](F)(F)(F)(F)F.[C:62]1(N)[CH:67]=[CH:66][CH:65]=[C:64](N)[CH:63]=1.[CH3:70]N(C=O)C. Product: [CH3:49][C:48]1[C:47]([NH:46][C:26]([C:23]2[CH:24]=[CH:25][C:9]3[C@:8]4([CH2:70][C:62]5[CH:67]=[CH:66][CH:65]=[CH:64][CH:63]=5)[CH2:18][CH2:17][C@@:16]([CH2:20][CH3:21])([OH:19])[CH2:15][C@@H:14]4[CH2:34][CH2:32][CH2:33][C:10]=3[CH:22]=2)=[O:28])=[CH:52][CH:51]=[CH:50][N:53]=1. The catalyst class is: 6. (4) Reactant: [C:1]12([CH2:13][CH:12]([NH2:14])[C:11]3[C:6](=[CH:7][CH:8]=[CH:9][CH:10]=3)[O:5]1)[CH2:4][CH2:3][CH2:2]2.[C:15]1([CH2:25][C:26]([OH:28])=O)[C:24]2[C:19](=[CH:20][CH:21]=[CH:22][CH:23]=2)[CH:18]=[CH:17][CH:16]=1.CCN=C=NCCCN(C)C.[ClH:40].C1C=CC2N(O)N=NC=2C=1.C(N(CC)CC)C. The catalyst class is: 4. Product: [Cl:40][C:7]1[CH:8]=[CH:9][CH:10]=[C:11]2[C:6]=1[O:5][C:1]1([CH2:4][CH2:3][CH2:2]1)[CH2:13][C@H:12]2[NH:14][C:26](=[O:28])[CH2:25][C:15]1[C:24]2[C:19](=[CH:20][CH:21]=[CH:22][CH:23]=2)[CH:18]=[CH:17][CH:16]=1. (5) Reactant: Br[CH2:2][C:3]1[CH:8]=[CH:7][CH:6]=[C:5]([F:9])[CH:4]=1.C(=O)([O-])[O-].[K+].[K+].C(#N)C.[OH:19][C:20]1[CH:25]=[CH:24][C:23]([S:26][CH:27]2[CH2:32][CH2:31][N:30]([C:33]([O:35][C:36]([CH3:39])([CH3:38])[CH3:37])=[O:34])[CH2:29][CH2:28]2)=[CH:22][CH:21]=1. Product: [F:9][C:5]1[CH:4]=[C:3]([CH:8]=[CH:7][CH:6]=1)[CH2:2][O:19][C:20]1[CH:25]=[CH:24][C:23]([S:26][CH:27]2[CH2:28][CH2:29][N:30]([C:33]([O:35][C:36]([CH3:39])([CH3:38])[CH3:37])=[O:34])[CH2:31][CH2:32]2)=[CH:22][CH:21]=1. The catalyst class is: 170. (6) Reactant: [Cl:1][C:2]1[N:7]=[C:6]([NH:8][CH:9]([CH2:12][CH3:13])[CH2:10][CH3:11])[C:5]([C:14]#[C:15][CH:16]([OH:18])[CH3:17])=[CH:4][N:3]=1.CCCC[N+](CCCC)(CCCC)CCCC.[F-]. Product: [Cl:1][C:2]1[N:3]=[CH:4][C:5]2[CH:14]=[C:15]([CH:16]([OH:18])[CH3:17])[N:8]([CH:9]([CH2:12][CH3:13])[CH2:10][CH3:11])[C:6]=2[N:7]=1. The catalyst class is: 20.